Dataset: Full USPTO retrosynthesis dataset with 1.9M reactions from patents (1976-2016). Task: Predict the reactants needed to synthesize the given product. (1) Given the product [CH2:13]([O:20][CH2:21][C:22]([N:24]=[C:25]=[S:26])=[O:23])[C:14]1[CH:19]=[CH:18][CH:17]=[CH:16][CH:15]=1.[CH2:13]([O:20][CH2:21][C:22]([NH:24][C:25]([NH:46][C:45]1[CH:47]=[CH:48][C:42]([O:41][C:32]2[C:31]3[C:36](=[CH:37][C:38]([O:39][CH3:40])=[C:29]([O:28][CH3:27])[CH:30]=3)[N:35]=[CH:34][CH:33]=2)=[CH:43][C:44]=1[F:49])=[S:26])=[O:23])[C:14]1[CH:19]=[CH:18][CH:17]=[CH:16][CH:15]=1, predict the reactants needed to synthesize it. The reactants are: C(OCC(Cl)=O)C1C=CC=CC=1.[CH2:13]([O:20][CH2:21][C:22]([N:24]=[C:25]=[S:26])=[O:23])[C:14]1[CH:19]=[CH:18][CH:17]=[CH:16][CH:15]=1.[CH3:27][O:28][C:29]1[CH:30]=[C:31]2[C:36](=[CH:37][C:38]=1[O:39][CH3:40])[N:35]=[CH:34][CH:33]=[C:32]2[O:41][C:42]1[CH:48]=[CH:47][C:45]([NH2:46])=[C:44]([F:49])[CH:43]=1.C1(C)C=CC=CC=1. (2) Given the product [C:1]([C:9]1[CH:17]=[C:16]([Br:18])[CH:15]=[CH:14][C:10]=1[C:11]([N:28]([CH2:29][CH:30]([OH:35])[CH2:31][CH2:32][CH2:33][CH3:34])[CH2:27][C:26]1[CH:25]=[CH:24][C:23]([S:20]([CH3:19])(=[O:22])=[O:21])=[CH:37][CH:36]=1)=[O:13])(=[O:8])[C:2]1[CH:3]=[CH:4][CH:5]=[CH:6][CH:7]=1, predict the reactants needed to synthesize it. The reactants are: [C:1]([C:9]1[CH:17]=[C:16]([Br:18])[CH:15]=[CH:14][C:10]=1[C:11]([OH:13])=O)(=[O:8])[C:2]1[CH:7]=[CH:6][CH:5]=[CH:4][CH:3]=1.[CH3:19][S:20]([C:23]1[CH:37]=[CH:36][C:26]([CH2:27][NH:28][CH2:29][CH:30]([OH:35])[CH2:31][CH2:32][CH2:33][CH3:34])=[CH:25][CH:24]=1)(=[O:22])=[O:21].Cl.C(N=C=NCCCN(C)C)C.O.ON1C2C=CC=CC=2N=N1. (3) Given the product [ClH:25].[ClH:25].[CH2:9]1[C:10]2[C:15](=[CH:14][C:13]([C:17]3([OH:24])[CH2:22][CH2:21][N:20]([CH3:23])[CH2:19][CH2:18]3)=[CH:12][CH:11]=2)[CH2:16][NH:8]1, predict the reactants needed to synthesize it. The reactants are: C(OC([N:8]1[CH2:16][C:15]2[C:10](=[CH:11][CH:12]=[C:13]([C:17]3([OH:24])[CH2:22][CH2:21][N:20]([CH3:23])[CH2:19][CH2:18]3)[CH:14]=2)[CH2:9]1)=O)(C)(C)C.[ClH:25]. (4) Given the product [OH:1][C:2]1[C:11]2[C:6](=[CH:7][CH:8]=[CH:9][C:10]=2[O:12][C:13]2[CH:14]=[CH:15][CH:16]=[CH:17][CH:18]=2)[C:5]([CH3:19])=[N:4][C:3]=1[C:20]([NH:24][CH2:25][C:26]([OH:28])=[O:27])=[O:21], predict the reactants needed to synthesize it. The reactants are: [OH:1][C:2]1[C:11]2[C:6](=[CH:7][CH:8]=[CH:9][C:10]=2[O:12][C:13]2[CH:18]=[CH:17][CH:16]=[CH:15][CH:14]=2)[C:5]([CH3:19])=[N:4][C:3]=1[C:20](OC)=[O:21].[NH2:24][CH2:25][C:26]([OH:28])=[O:27].C[O-].[Na+]. (5) Given the product [Cl:16][C:17]1[C:22]([CH3:23])=[C:21]([C:1]2[CH:6]=[CH:5][CH:4]=[CH:3][CH:2]=2)[N:20]=[C:19]([CH3:25])[N:18]=1, predict the reactants needed to synthesize it. The reactants are: [C:1]1(B(O)O)[CH:6]=[CH:5][CH:4]=[CH:3][CH:2]=1.C(=O)([O-])[O-].[K+].[K+].[Cl:16][C:17]1[C:22]([CH3:23])=[C:21](Cl)[N:20]=[C:19]([CH3:25])[N:18]=1.[Cl-].[NH4+]. (6) The reactants are: [Cl:1][C:2]1[CH:7]=[C:6]([S:8]([CH3:11])(=[O:10])=[O:9])[CH:5]=[CH:4][C:3]=1[C:12]1[CH:17]=[CH:16][C:15]([C@H:18]([NH:23][C@H:24]([C:30]([O:32]CC)=[O:31])[CH2:25][C:26]([F:29])([CH3:28])[CH3:27])[C:19]([F:22])([F:21])[F:20])=[CH:14][CH:13]=1.O1CCCC1.O.[OH-].[Li+]. Given the product [Cl:1][C:2]1[CH:7]=[C:6]([S:8]([CH3:11])(=[O:10])=[O:9])[CH:5]=[CH:4][C:3]=1[C:12]1[CH:17]=[CH:16][C:15]([C@H:18]([NH:23][C@H:24]([C:30]([OH:32])=[O:31])[CH2:25][C:26]([F:29])([CH3:28])[CH3:27])[C:19]([F:21])([F:22])[F:20])=[CH:14][CH:13]=1, predict the reactants needed to synthesize it.